The task is: Regression. Given a peptide amino acid sequence and an MHC pseudo amino acid sequence, predict their binding affinity value. This is MHC class I binding data.. This data is from Peptide-MHC class I binding affinity with 185,985 pairs from IEDB/IMGT. (1) The peptide sequence is SLYNTIATI. The MHC is HLA-A02:02 with pseudo-sequence HLA-A02:02. The binding affinity (normalized) is 0.421. (2) The peptide sequence is LADTSLSGY. The MHC is HLA-A03:01 with pseudo-sequence HLA-A03:01. The binding affinity (normalized) is 0.0909.